This data is from Forward reaction prediction with 1.9M reactions from USPTO patents (1976-2016). The task is: Predict the product of the given reaction. (1) Given the reactants [F:1][C:2]1([F:32])[CH2:6][CH2:5][N:4]([C:7]2[N:12]=[C:11]([C:13]3([C:19]#[N:20])[CH2:18][CH2:17][NH:16][CH2:15][CH2:14]3)[CH:10]=[C:9]([NH:21][C:22]3[CH:27]=[C:26]([C:28]([F:31])([F:30])[F:29])[CH:25]=[CH:24][N:23]=3)[N:8]=2)[CH2:3]1.C(N(C(C)C)C(C)C)C.[C:42](OC(=O)C)(=[O:44])[CH3:43], predict the reaction product. The product is: [C:42]([N:16]1[CH2:17][CH2:18][C:13]([C:11]2[CH:10]=[C:9]([NH:21][C:22]3[CH:27]=[C:26]([C:28]([F:29])([F:30])[F:31])[CH:25]=[CH:24][N:23]=3)[N:8]=[C:7]([N:4]3[CH2:5][CH2:6][C:2]([F:1])([F:32])[CH2:3]3)[N:12]=2)([C:19]#[N:20])[CH2:14][CH2:15]1)(=[O:44])[CH3:43]. (2) Given the reactants [Cl:1][C:2]1[CH:3]=[C:4]2[C:8](=[CH:9][CH:10]=1)[NH:7][C:6](=[O:11])[CH2:5]2.[CH2:12](O)[CH3:13], predict the reaction product. The product is: [Cl:1][C:2]1[CH:3]=[C:4]2[C:8](=[CH:9][CH:10]=1)[NH:7][C:6](=[O:11])[CH:5]2[CH2:12][CH3:13]. (3) Given the reactants C([N:8]1[CH2:13][CH2:12][CH:11]([N:14]([CH2:22][CH2:23][C:24]2[CH:29]=[CH:28][C:27]([C:30]([F:33])([F:32])[F:31])=[CH:26][CH:25]=2)[C:15](=[O:21])[O:16][C:17]([CH3:20])([CH3:19])[CH3:18])[CH2:10][CH2:9]1)C1C=CC=CC=1.[H][H], predict the reaction product. The product is: [NH:8]1[CH2:13][CH2:12][CH:11]([N:14]([CH2:22][CH2:23][C:24]2[CH:25]=[CH:26][C:27]([C:30]([F:31])([F:32])[F:33])=[CH:28][CH:29]=2)[C:15](=[O:21])[O:16][C:17]([CH3:19])([CH3:20])[CH3:18])[CH2:10][CH2:9]1.